This data is from Catalyst prediction with 721,799 reactions and 888 catalyst types from USPTO. The task is: Predict which catalyst facilitates the given reaction. Reactant: Br[CH2:2][CH:3]([F:5])[F:4].[Cl:6][C:7]1[C:12]([F:13])=[CH:11][CH:10]=[C:9]([F:14])[C:8]=1[C:15]1[C:24](=[O:25])[NH:23][C:18]2=[N:19][CH:20]=[CH:21][N:22]=[C:17]2[C:16]=1[O:26][C:27](=[O:32])[C:28]([CH3:31])([CH3:30])[CH3:29].C(=O)([O-])[O-].[K+].[K+].[I-].[K+]. Product: [Cl:6][C:7]1[C:12]([F:13])=[CH:11][CH:10]=[C:9]([F:14])[C:8]=1[C:15]1[C:24](=[O:25])[N:23]([CH2:2][CH:3]([F:5])[F:4])[C:18]2=[N:19][CH:20]=[CH:21][N:22]=[C:17]2[C:16]=1[O:26][C:27](=[O:32])[C:28]([CH3:30])([CH3:29])[CH3:31]. The catalyst class is: 10.